The task is: Predict which catalyst facilitates the given reaction.. This data is from Catalyst prediction with 721,799 reactions and 888 catalyst types from USPTO. (1) Reactant: Cl.C(OC(=O)[NH:8][C@@H:9]([CH2:25][N:26]1[CH2:31][C:30](=[O:32])[N:29]([C:33]2[CH:38]=[CH:37][CH:36]=[CH:35][C:34]=2[Cl:39])[CH2:28][C:27]1([CH3:41])[CH3:40])[C@@H:10]([OH:24])[CH2:11][C@H:12]([C:16](=[O:23])[NH:17][CH2:18][C@@H:19]([CH3:22])[CH2:20][CH3:21])[CH:13]([CH3:15])[CH3:14])(C)(C)C.C(=O)(O)[O-].[Na+].[C:48]([OH:55])(=[O:54])/[CH:49]=[CH:50]/[C:51]([OH:53])=[O:52].C[C@@H](CC)CNC(=O)[C@H](C(C)C)C[C@H](O)[C@@H](N)CN1CC(=O)N(C2C=CC=CC=2Cl)CC1(C)C. Product: [C:48]([OH:55])(=[O:54])/[CH:49]=[CH:50]/[C:51]([OH:53])=[O:52].[CH3:22][C@@H:19]([CH2:20][CH3:21])[CH2:18][NH:17][C:16](=[O:23])[C@H:12]([CH:13]([CH3:14])[CH3:15])[CH2:11][C@H:10]([OH:24])[C@@H:9]([NH2:8])[CH2:25][N:26]1[CH2:31][C:30](=[O:32])[N:29]([C:33]2[CH:38]=[CH:37][CH:36]=[CH:35][C:34]=2[Cl:39])[CH2:28][C:27]1([CH3:41])[CH3:40]. The catalyst class is: 169. (2) Reactant: [C:16]([O:15]C[C:7]([CH2:20][OH:21])(C[O:15][C:16](=O)[CH:17]=[CH2:18])C[O:21][C:20](=O)[CH:7]=C)(=O)[CH:17]=[CH2:18].[C:47]([O:46][CH2:45][C:38](CO)(COC[C:38]([CH2:51]OC(=O)C=C)([CH2:45][O:46][C:47](=[O:50])[CH:48]=[CH2:49])COC(=O)C=C)[CH2:51]OC(=O)C=C)(=[O:50])[CH:48]=[CH2:49]. Product: [CH2:20]1[O:21][CH2:7]1.[CH2:16]1[O:15][CH:17]1[CH3:18].[C:47]1(=[O:50])[O:46][CH2:45][CH2:38][CH2:51][CH2:49][CH2:48]1. The catalyst class is: 7. (3) Reactant: [NH:1]1[C:9]2[C:4](=[CH:5][CH:6]=[CH:7][CH:8]=2)[CH:3]=[C:2]1[C:10]([OH:12])=O.ON1C2C=CC=CC=2N=N1.[Cl:23][C:24]1[CH:29]=[CH:28][CH:27]=[C:26]([Cl:30])[C:25]=1[CH:31]1[CH2:36][CH2:35][NH:34][CH2:33][CH2:32]1.O. Product: [Cl:30][C:26]1[CH:27]=[CH:28][CH:29]=[C:24]([Cl:23])[C:25]=1[CH:31]1[CH2:32][CH2:33][N:34]([C:10]([C:2]2[NH:1][C:9]3[C:4]([CH:3]=2)=[CH:5][CH:6]=[CH:7][CH:8]=3)=[O:12])[CH2:35][CH2:36]1. The catalyst class is: 116.